From a dataset of Full USPTO retrosynthesis dataset with 1.9M reactions from patents (1976-2016). Predict the reactants needed to synthesize the given product. Given the product [C:46]([NH:45][CH2:44][CH2:43][O:42][CH2:41][CH2:40][O:39][CH2:38][CH2:37][O:36][CH2:35][CH2:34][O:33][CH2:32][CH2:31][O:30][CH2:29][CH2:28][O:27][CH2:26][CH2:25][O:24][CH2:23][CH2:22][NH:21][C:9](=[O:20])[C:10]1[CH:15]=[CH:14][CH:13]=[C:12]([O:16][CH2:17][C:18]#[CH:19])[CH:11]=1)(=[O:48])[CH3:47], predict the reactants needed to synthesize it. The reactants are: O=C1CCC(=O)N1O[C:9](=[O:20])[C:10]1[CH:15]=[CH:14][CH:13]=[C:12]([O:16][CH2:17][C:18]#[CH:19])[CH:11]=1.[NH2:21][CH2:22][CH2:23][O:24][CH2:25][CH2:26][O:27][CH2:28][CH2:29][O:30][CH2:31][CH2:32][O:33][CH2:34][CH2:35][O:36][CH2:37][CH2:38][O:39][CH2:40][CH2:41][O:42][CH2:43][CH2:44][NH:45][C:46](=[O:48])[CH3:47].C(N(CC)CC)C.